This data is from Full USPTO retrosynthesis dataset with 1.9M reactions from patents (1976-2016). The task is: Predict the reactants needed to synthesize the given product. (1) Given the product [CH2:27]([C:34]1[CH:35]=[CH:36][C:37]([C:38]([NH:1][C:2]2[S:3][C:4]([C:8]([NH:10][CH2:11][CH2:12][C:13]#[N:14])=[O:9])=[C:5]([CH3:7])[N:6]=2)=[O:39])=[CH:41][CH:42]=1)[C:28]1[CH:29]=[CH:30][CH:31]=[CH:32][CH:33]=1, predict the reactants needed to synthesize it. The reactants are: [NH2:1][C:2]1[S:3][C:4]([C:8]([NH:10][CH2:11][CH2:12][C:13]#[N:14])=[O:9])=[C:5]([CH3:7])[N:6]=1.NC1SC(C(NCC)=O)=C(C)N=1.[CH2:27]([C:34]1[CH:42]=[CH:41][C:37]([C:38](Cl)=[O:39])=[CH:36][CH:35]=1)[C:28]1[CH:33]=[CH:32][CH:31]=[CH:30][CH:29]=1. (2) The reactants are: I[C:2]1[CH:7]=[CH:6][C:5]([CH3:8])=[CH:4][CH:3]=1.[C:9]1(Cl)[C:10](=[CH:14][C:15](=[CH:19][C:20]=1[N+:21]([O-:23])=[O:22])[N+:16]([O-:18])=[O:17])[N+:11]([O-:13])=[O:12]. Given the product [N+:21]([C:20]1[CH:19]=[C:15]([N+:16]([O-:18])=[O:17])[CH:14]=[C:10]([N+:11]([O-:13])=[O:12])[C:9]=1[C:2]1[CH:7]=[CH:6][C:5]([CH3:8])=[CH:4][CH:3]=1)([O-:23])=[O:22], predict the reactants needed to synthesize it. (3) Given the product [F:1][C:2]1[CH:7]=[CH:6][C:5]([O:8][C:9](=[O:24])[N:10]([C@H:12]2[C@H:16]([C:17]3[CH:22]=[CH:21][C:20]([Cl:23])=[CH:19][CH:18]=3)[CH2:15][N:14]([C:39]([CH:36]3[CH2:35][CH2:34][N:33]([C:30]4[CH:29]=[CH:28][C:27]([C:25]#[N:26])=[CH:32][N:31]=4)[CH2:38][CH2:37]3)=[O:40])[CH2:13]2)[CH3:11])=[CH:4][CH:3]=1, predict the reactants needed to synthesize it. The reactants are: [F:1][C:2]1[CH:7]=[CH:6][C:5]([O:8][C:9](=[O:24])[N:10]([C@H:12]2[C@H:16]([C:17]3[CH:22]=[CH:21][C:20]([Cl:23])=[CH:19][CH:18]=3)[CH2:15][NH:14][CH2:13]2)[CH3:11])=[CH:4][CH:3]=1.[C:25]([C:27]1[CH:28]=[CH:29][C:30]([N:33]2[CH2:38][CH2:37][CH:36]([C:39](O)=[O:40])[CH2:35][CH2:34]2)=[N:31][CH:32]=1)#[N:26]. (4) The reactants are: [NH2:1][C:2]1[N:7]=[C:6]2[N:8]([C@@H:12]3[O:17][C@H:16]([CH2:18][OH:19])[C@@H:14]([OH:15])[CH2:13]3)[N:9]=[C:10]([I:11])[C:5]2=[C:4](OC(C)C)[N:3]=1.[NH3:24]. Given the product [C@@H:12]1([N:8]2[C:6]3=[N:7][C:2]([NH2:1])=[N:3][C:4]([NH2:24])=[C:5]3[C:10]([I:11])=[N:9]2)[O:17][C@H:16]([CH2:18][OH:19])[C@@H:14]([OH:15])[CH2:13]1, predict the reactants needed to synthesize it. (5) The reactants are: [C:1]([O:5][C:6]([N:8]1[CH2:12][C@H:11]([S:13][CH2:14][C:15]2[CH:20]=[CH:19][C:18]([O:21][CH3:22])=[CH:17][CH:16]=2)[CH2:10][C@H:9]1[C:23]([OH:25])=O)=[O:7])([CH3:4])([CH3:3])[CH3:2].CN1CCOCC1.ON1C2C=CC=CC=2N=N1.CCN=C=NCCCN(C)C.Cl.[CH3:55][NH:56][O:57][CH3:58]. Given the product [C:1]([O:5][C:6]([N:8]1[CH2:12][C@H:11]([S:13][CH2:14][C:15]2[CH:20]=[CH:19][C:18]([O:21][CH3:22])=[CH:17][CH:16]=2)[CH2:10][C@H:9]1[C:23](=[O:25])[N:56]([O:57][CH3:58])[CH3:55])=[O:7])([CH3:4])([CH3:3])[CH3:2], predict the reactants needed to synthesize it. (6) Given the product [CH:3]([N:6]1[C:10]2[N:11]=[C:12]([N:20]3[CH2:25][CH2:24][N:23]([CH3:26])[CH2:22][CH2:21]3)[CH:13]=[C:14]([C:15]([OH:17])=[O:16])[C:9]=2[CH:8]=[N:7]1)([CH3:5])[CH3:4], predict the reactants needed to synthesize it. The reactants are: [OH-].[Na+].[CH:3]([N:6]1[C:10]2[N:11]=[C:12]([N:20]3[CH2:25][CH2:24][N:23]([CH3:26])[CH2:22][CH2:21]3)[CH:13]=[C:14]([C:15]([O:17]CC)=[O:16])[C:9]=2[CH:8]=[N:7]1)([CH3:5])[CH3:4]. (7) Given the product [CH2:27]([N:33]1[C:41]2[C:36](=[CH:37][CH:38]=[CH:39][CH:40]=2)[CH:35]([C:42]2[C:50]([OH:51])=[CH:49][C:45]3[O:46][CH2:47][O:48][C:44]=3[CH:43]=2)[C:34]1=[O:53])[CH2:28][CH2:29][CH2:30][CH2:31][CH3:32], predict the reactants needed to synthesize it. The reactants are: C1(CCN2C3C(=CC=CC=3)C(O)(C3C(O)=CC4OCOC=4C=3)C2=O)CC1.[CH2:27]([N:33]1[C:41]2[C:36](=[CH:37][CH:38]=[CH:39][CH:40]=2)[C:35](O)([C:42]2[C:50]([OH:51])=[CH:49][C:45]3[O:46][CH2:47][O:48][C:44]=3[CH:43]=2)[C:34]1=[O:53])[CH2:28][CH2:29][CH2:30][CH2:31][CH3:32]. (8) The reactants are: [CH:1]12[CH2:10][CH:5]3[CH2:6][CH:7]([CH2:9][CH:3]([CH2:4]3)[CH:2]1[NH:11][C:12]([C:14]1[CH:15]=[N:16][N:17]([C:20]([CH3:23])([CH3:22])[CH3:21])[C:18]=1Cl)=[O:13])[CH2:8]2.[NH:24]1[CH2:28][CH2:27][CH:26]([OH:29])[CH2:25]1. Given the product [CH:1]12[CH2:10][CH:5]3[CH2:6][CH:7]([CH2:9][CH:3]([CH2:4]3)[CH:2]1[NH:11][C:12]([C:14]1[CH:15]=[N:16][N:17]([C:20]([CH3:23])([CH3:22])[CH3:21])[C:18]=1[N:24]1[CH2:28][CH2:27][CH:26]([OH:29])[CH2:25]1)=[O:13])[CH2:8]2, predict the reactants needed to synthesize it. (9) The reactants are: Cl[C:2]1[CH:7]=[C:6]([Cl:8])[N:5]=[N:4][C:3]=1[C:9]([O:11][CH2:12][CH3:13])=[O:10].[N:14]1[C:19]([NH2:20])=[CH:18][CH:17]=[C:16]2[CH2:21][CH2:22][CH2:23][C:15]=12.CCN(C(C)C)C(C)C. Given the product [Cl:8][C:6]1[N:5]=[N:4][C:3]([C:9]([O:11][CH2:12][CH3:13])=[O:10])=[C:2]([NH:20][C:19]2[N:14]=[C:15]3[CH2:23][CH2:22][CH2:21][C:16]3=[CH:17][CH:18]=2)[CH:7]=1, predict the reactants needed to synthesize it. (10) Given the product [CH3:1][C:2]1[N:7]=[C:6]2[S:8][C:9]3[CH2:13][CH2:12][CH2:11][C:10]=3[C:5]2=[C:4]([C:14]2[CH:15]=[CH:16][C:17]([C:20]([F:23])([F:21])[F:22])=[CH:18][CH:19]=2)[C:3]=1[CH:24]([CH2:29][CH2:30][CH3:31])[C:25]([OH:27])=[O:26], predict the reactants needed to synthesize it. The reactants are: [CH3:1][C:2]1[N:7]=[C:6]2[S:8][C:9]3[CH2:13][CH2:12][CH2:11][C:10]=3[C:5]2=[C:4]([C:14]2[CH:19]=[CH:18][C:17]([C:20]([F:23])([F:22])[F:21])=[CH:16][CH:15]=2)[C:3]=1[CH:24]([CH2:29][CH2:30][CH3:31])[C:25]([O:27]C)=[O:26].[OH-].[Na+].